Dataset: Forward reaction prediction with 1.9M reactions from USPTO patents (1976-2016). Task: Predict the product of the given reaction. (1) Given the reactants [C:1](=O)([O-])[O-].[K+].[K+].O.[OH:8][CH2:9][C:10]1[C:19]([C:20]2[CH:25]=[CH:24][C:23]([O:26][CH2:27][O:28][CH2:29][C:30]3[CH:35]=[CH:34][CH:33]=[CH:32][CH:31]=3)=[CH:22][C:21]=2[OH:36])=[CH:18][CH:17]=[C:16]2[C:11]=1[C:12]([CH3:39])=[CH:13][C:14]([CH3:38])([CH3:37])[NH:15]2.CI, predict the reaction product. The product is: [OH:8][CH2:9][C:10]1[C:19]([C:20]2[CH:25]=[CH:24][C:23]([O:26][CH2:27][O:28][CH2:29][C:30]3[CH:35]=[CH:34][CH:33]=[CH:32][CH:31]=3)=[CH:22][C:21]=2[O:36][CH3:1])=[CH:18][CH:17]=[C:16]2[C:11]=1[C:12]([CH3:39])=[CH:13][C:14]([CH3:38])([CH3:37])[NH:15]2. (2) Given the reactants [C:1]([O:5][C:6]([NH:8][C:9]1[S:13][C:12](I)=[N:11][C:10]=1[C:15]([O:17][CH2:18][CH3:19])=[O:16])=[O:7])([CH3:4])([CH3:3])[CH3:2].CC1(C)C(C)(C)OB([C:28]2[CH:29]=[CH:30][C:31]([N:34]3[CH2:39][CH2:38][O:37][CH2:36][CH2:35]3)=[N:32][CH:33]=2)O1.C1(P(C2CCCCC2)C2CCCCC2)CCCCC1.P([O-])([O-])([O-])=O.[K+].[K+].[K+], predict the reaction product. The product is: [C:1]([O:5][C:6]([NH:8][C:9]1[S:13][C:12]([C:28]2[CH:33]=[N:32][C:31]([N:34]3[CH2:35][CH2:36][O:37][CH2:38][CH2:39]3)=[CH:30][CH:29]=2)=[N:11][C:10]=1[C:15]([O:17][CH2:18][CH3:19])=[O:16])=[O:7])([CH3:4])([CH3:3])[CH3:2]. (3) The product is: [C:49]([C:48]1[CH:51]=[C:52]([C:55]2[O:59][N:58]=[C:57]([C:60]3[CH:69]=[CH:68][CH:67]=[C:66]4[C:61]=3[CH2:62][CH2:63][N:64]([C:10](=[O:12])[CH2:9][NH:8][C:1](=[O:2])[O:3][C:4]([CH3:5])([CH3:6])[CH3:7])[CH2:65]4)[N:56]=2)[CH:53]=[CH:54][C:47]=1[O:46][CH:44]([CH3:45])[CH3:43])#[N:50]. Given the reactants [C:1]([NH:8][CH2:9][C:10]([OH:12])=O)([O:3][C:4]([CH3:7])([CH3:6])[CH3:5])=[O:2].C(N1CCOCC1)C.O.OC1C2N=NNC=2C=CC=1.C(Cl)CCl.FC(F)(F)C(O)=O.[CH3:43][CH:44]([O:46][C:47]1[CH:54]=[CH:53][C:52]([C:55]2[O:59][N:58]=[C:57]([C:60]3[CH:69]=[CH:68][CH:67]=[C:66]4[C:61]=3[CH2:62][CH2:63][NH:64][CH2:65]4)[N:56]=2)=[CH:51][C:48]=1[C:49]#[N:50])[CH3:45], predict the reaction product. (4) Given the reactants [CH3:1][C:2]([C:6]1[CH:11]=[CH:10][C:9]([SH:12])=[CH:8][CH:7]=1)([CH3:5])[CH2:3][CH3:4].[H-].[Na+].[C:15]([O:19][C:20]([N:22]1[CH2:28][CH2:27][C:26]2[C:29]([CH2:34]Cl)=[C:30]([Cl:33])[CH:31]=[CH:32][C:25]=2[CH2:24][CH2:23]1)=[O:21])([CH3:18])([CH3:17])[CH3:16].[I-].[Na+], predict the reaction product. The product is: [C:15]([O:19][C:20]([N:22]1[CH2:28][CH2:27][C:26]2[C:29]([CH2:34][S:12][C:9]3[CH:8]=[CH:7][C:6]([C:2]([CH3:1])([CH3:5])[CH2:3][CH3:4])=[CH:11][CH:10]=3)=[C:30]([Cl:33])[CH:31]=[CH:32][C:25]=2[CH2:24][CH2:23]1)=[O:21])([CH3:18])([CH3:17])[CH3:16]. (5) Given the reactants Br[C:2]1[CH:3]=[C:4]([C:8]2[O:12][C:11]([NH:13][C:14]3[CH:19]=[C:18]([S:20]([CH2:23][CH3:24])(=[O:22])=[O:21])[CH:17]=[CH:16][C:15]=3[O:25][CH3:26])=[N:10][CH:9]=2)[CH:5]=[CH:6][CH:7]=1.[F:27][C:28]1[CH:29]=[C:30]([Sn](CCCC)(CCCC)CCCC)[CH:31]=[C:32]([F:34])[CH:33]=1, predict the reaction product. The product is: [F:27][C:28]1[CH:29]=[C:30]([C:2]2[CH:7]=[CH:6][CH:5]=[C:4]([C:8]3[O:12][C:11]([NH:13][C:14]4[CH:19]=[C:18]([S:20]([CH2:23][CH3:24])(=[O:21])=[O:22])[CH:17]=[CH:16][C:15]=4[O:25][CH3:26])=[N:10][CH:9]=3)[CH:3]=2)[CH:31]=[C:32]([F:34])[CH:33]=1. (6) Given the reactants [C:1]([CH2:3][C@@H:4]([N:13]([CH3:18])[CH2:14][C:15]([OH:17])=[O:16])[CH2:5][C:6]1[CH:11]=[CH:10][C:9]([OH:12])=[CH:8][CH:7]=1)#[N:2].C([O-])([O-])=O.[K+].[K+].[Cl:25][C:26]1[CH:27]=[C:28]([CH:31]=[CH:32][C:33]=1[Cl:34])[CH2:29]Br, predict the reaction product. The product is: [C:6]([O:16][C:15](=[O:17])[CH2:14][N:13]([C@@H:4]([CH2:5][C:6]1[CH:11]=[CH:10][C:9]([O:12][CH2:29][C:28]2[CH:31]=[CH:32][C:33]([Cl:34])=[C:26]([Cl:25])[CH:27]=2)=[CH:8][CH:7]=1)[CH2:3][C:1]#[N:2])[CH3:18])([CH3:11])([CH3:7])[CH3:5]. (7) Given the reactants C[O:2][C:3]([C:5]1[CH2:14][CH2:13][C:12]2[C:7](=[CH:8][C:9](CC(C)(C)C)=[CH:10][CH:11]=2)[C:6]=1[OH:20])=O.[H-].[Al+3].[Li+].[H-].[H-].[H-], predict the reaction product. The product is: [OH:2][CH2:3][CH:5]1[CH2:14][CH2:13][C:12]2[C:7](=[CH:8][CH:9]=[CH:10][CH:11]=2)[C:6]1=[O:20].